This data is from Reaction yield outcomes from USPTO patents with 853,638 reactions. The task is: Predict the reaction yield, written as a fraction of the theoretical maximum amount of product (1.0 means a 100% yield; for example, 0.34 means a 34% yield). (1) The reactants are [F:1][C:2]([F:16])([C:6]1[CH:11]=[CH:10][C:9]([O:12][CH:13]([CH3:15])[CH3:14])=[CH:8][CH:7]=1)[C:3]([OH:5])=O.P(Cl)(Cl)(Cl)=O.Cl.[NH2:23][CH2:24][C:25]1[CH:26]=[C:27]2[C:31](=[CH:32][CH:33]=1)[C:30](=[O:34])[N:29]([CH:35]1[CH2:40][CH2:39][C:38](=[O:41])[NH:37][C:36]1=[O:42])[CH2:28]2.C(=O)(O)[O-].[Na+]. The catalyst is N1C=CC=CC=1. The product is [O:42]=[C:36]1[CH:35]([N:29]2[CH2:28][C:27]3[C:31](=[CH:32][CH:33]=[C:25]([CH2:24][NH:23][C:3](=[O:5])[C:2]([F:1])([F:16])[C:6]4[CH:11]=[CH:10][C:9]([O:12][CH:13]([CH3:15])[CH3:14])=[CH:8][CH:7]=4)[CH:26]=3)[C:30]2=[O:34])[CH2:40][CH2:39][C:38](=[O:41])[NH:37]1. The yield is 0.0600. (2) The reactants are C1C=CC(P(C2C(C3C(P(C4C=CC=CC=4)C4C=CC=CC=4)=CC=C4C=3C=CC=C4)=C3C(C=CC=C3)=CC=2)C2C=CC=CC=2)=CC=1.C(=O)([O-])[O-].[Cs+].[Cs+].Br[C:54]1[CH:59]=[CH:58][CH:57]=[C:56]([Br:60])[CH:55]=1.[O:61]1[CH2:66][CH2:65][CH2:64][CH2:63][CH:62]1[O:67][CH:68]1[CH2:72][CH2:71][NH:70][CH2:69]1. The catalyst is C1(C)C=CC=CC=1.C([O-])(=O)C.[Pd+2].C([O-])(=O)C. The product is [Br:60][C:56]1[CH:55]=[C:54]([N:70]2[CH2:71][CH2:72][CH:68]([O:67][CH:62]3[CH2:63][CH2:64][CH2:65][CH2:66][O:61]3)[CH2:69]2)[CH:59]=[CH:58][CH:57]=1. The yield is 0.130. (3) The reactants are [CH3:1][O:2][CH2:3][C:4]1O[CH:6]=[CH:7][C:8](=[O:18])[C:9]=1[O:10][CH2:11][C:12]1[CH:17]=[CH:16][CH:15]=[CH:14][CH:13]=1.[CH2:19]([NH2:21])[CH3:20].[OH-].[Na+].Cl. The catalyst is C(O)C.O. The product is [CH2:19]([N:21]1[CH:6]=[CH:7][C:8](=[O:18])[C:9]([O:10][CH2:11][C:12]2[CH:13]=[CH:14][CH:15]=[CH:16][CH:17]=2)=[C:4]1[CH2:3][O:2][CH3:1])[CH3:20]. The yield is 0.751. (4) The reactants are Br[C:2]1[CH:3]=[CH:4][C:5]([C:8]2[CH:13]=[CH:12][CH:11]=[C:10]([O:14][CH3:15])[CH:9]=2)=[N:6][CH:7]=1.[NH2:16][C:17]1[CH:27]=[CH:26][CH:25]=[CH:24][C:18]=1[C:19]([O:21][CH2:22][CH3:23])=[O:20].C1C=CC(P(C2C(C3C(P(C4C=CC=CC=4)C4C=CC=CC=4)=CC=C4C=3C=CC=C4)=C3C(C=CC=C3)=CC=2)C2C=CC=CC=2)=CC=1.CC([O-])(C)C.[Na+]. The catalyst is C1(C)C=CC=CC=1.C1C=CC(/C=C/C(/C=C/C2C=CC=CC=2)=O)=CC=1.C1C=CC(/C=C/C(/C=C/C2C=CC=CC=2)=O)=CC=1.C1C=CC(/C=C/C(/C=C/C2C=CC=CC=2)=O)=CC=1.[Pd].[Pd]. The product is [CH3:7][CH2:2][CH2:3][CH2:4][CH2:5][CH3:8].[C:19]([O:21][CH2:22][CH3:23])(=[O:20])[CH3:18].[CH3:15][O:14][C:10]1[CH:9]=[C:8]([C:5]2[N:6]=[CH:7][C:2]([NH:16][C:17]3[CH:27]=[CH:26][CH:25]=[CH:24][C:18]=3[C:19]([OH:21])=[O:20])=[CH:3][CH:4]=2)[CH:13]=[CH:12][CH:11]=1. The yield is 0.260.